This data is from Catalyst prediction with 721,799 reactions and 888 catalyst types from USPTO. The task is: Predict which catalyst facilitates the given reaction. (1) Reactant: [C:1]([C:5]1([CH2:10][O:11][C:12]2[CH:19]=[C:18]([O:20][CH3:21])[CH:17]=[CH:16][C:13]=2[C:14]#[N:15])[O:9][CH2:8][CH2:7][O:6]1)([CH3:4])([CH3:3])[CH3:2]. Product: [C:1]([C:5]1([CH2:10][O:11][C:12]2[CH:19]=[C:18]([O:20][CH3:21])[CH:17]=[CH:16][C:13]=2[CH2:14][NH2:15])[O:9][CH2:8][CH2:7][O:6]1)([CH3:4])([CH3:2])[CH3:3]. The catalyst class is: 7. (2) Reactant: [CH2:1]([O:8][C:9]1[C:10]([C:41]([O:43]C)=[O:42])=[N:11][C:12]([C:15]2[C:16]([N:35]([CH3:40])[S:36]([CH3:39])(=[O:38])=[O:37])=[CH:17][C:18]3[O:22][C:21]([C:23]4[CH:28]=[CH:27][C:26]([F:29])=[CH:25][CH:24]=4)=[C:20]([C:30](=[O:33])[NH:31][CH3:32])[C:19]=3[CH:34]=2)=[CH:13][CH:14]=1)[C:2]1[CH:7]=[CH:6][CH:5]=[CH:4][CH:3]=1.O[Li].O. Product: [CH2:1]([O:8][C:9]1[C:10]([C:41]([OH:43])=[O:42])=[N:11][C:12]([C:15]2[C:16]([N:35]([CH3:40])[S:36]([CH3:39])(=[O:37])=[O:38])=[CH:17][C:18]3[O:22][C:21]([C:23]4[CH:24]=[CH:25][C:26]([F:29])=[CH:27][CH:28]=4)=[C:20]([C:30](=[O:33])[NH:31][CH3:32])[C:19]=3[CH:34]=2)=[CH:13][CH:14]=1)[C:2]1[CH:3]=[CH:4][CH:5]=[CH:6][CH:7]=1. The catalyst class is: 38. (3) Reactant: F[C:2]1[CH:7]=[CH:6][C:5]([I:8])=[CH:4][C:3]=1[C:9](=[O:18])[C:10](=[N:16][OH:17])[C:11]([O:13][CH2:14][CH3:15])=[O:12]. Product: [I:8][C:5]1[CH:6]=[CH:7][C:2]2[O:17][N:16]=[C:10]([C:11]([O:13][CH2:14][CH3:15])=[O:12])[C:9](=[O:18])[C:3]=2[CH:4]=1. The catalyst class is: 11.